The task is: Predict which catalyst facilitates the given reaction.. This data is from Catalyst prediction with 721,799 reactions and 888 catalyst types from USPTO. (1) Reactant: C([Li])CCC.C(NC(C)C)(C)C.[CH2:13]([SnH:17]([CH2:22][CH2:23][CH2:24][CH3:25])[CH2:18][CH2:19][CH2:20][CH3:21])[CH2:14][CH2:15][CH3:16].[C:26]([N:29]1[CH2:34][CH2:33][CH2:32][CH2:31][C:30]1=O)(=[O:28])[CH3:27].[O:36]1CCCC1. Product: [C:26]([N:29]1[CH2:34][CH2:33][C:32]([OH:36])([Sn:17]([CH2:13][CH2:14][CH2:15][CH3:16])([CH2:18][CH2:19][CH2:20][CH3:21])[CH2:22][CH2:23][CH2:24][CH3:25])[CH2:31][CH2:30]1)(=[O:28])[CH3:27]. The catalyst class is: 316. (2) Reactant: ON1C2C=CC=CC=2N=N1.[NH:11]1[CH2:15][CH2:14][CH:13]([C:16]2[C:24]3[C:19](=[CH:20][CH:21]=[CH:22][CH:23]=3)[NH:18][CH:17]=2)[CH2:12]1.CN1CCOCC1.[CH3:32][N:33]([CH3:51])[C:34]1([C:44]2[CH:49]=[CH:48][C:47]([F:50])=[CH:46][CH:45]=2)[CH2:39][CH2:38][C:37](=[CH:40][C:41](O)=[O:42])[CH2:36][CH2:35]1.C1(N=C=NC2CCCCC2)CCCCC1.C(NC1CCCCC1)(NC1CCCCC1)=O.[OH-].[Na+]. Product: [CH3:51][N:33]([CH3:32])[C:34]1([C:44]2[CH:45]=[CH:46][C:47]([F:50])=[CH:48][CH:49]=2)[CH2:39][CH2:38][C:37](=[CH:40][C:41]([N:11]2[CH2:15][CH2:14][CH:13]([C:16]3[C:24]4[C:19](=[CH:20][CH:21]=[CH:22][CH:23]=4)[NH:18][CH:17]=3)[CH2:12]2)=[O:42])[CH2:36][CH2:35]1. The catalyst class is: 35. (3) Reactant: [C:1]([N:8]1[CH2:11][C:10](=[O:12])[CH2:9]1)([O:3][C:4]([CH3:7])([CH3:6])[CH3:5])=[O:2].[C:13]([C:16]1[CH:21]=[CH:20][C:19]([C:22]([F:25])([F:24])[F:23])=[CH:18][CH:17]=1)#[C:14][CH3:15]. Product: [CH3:15][C:14]1[C:10](=[O:12])[CH2:9][N:8]([C:1]([O:3][C:4]([CH3:7])([CH3:6])[CH3:5])=[O:2])[CH2:11][C:13]=1[C:16]1[CH:21]=[CH:20][C:19]([C:22]([F:23])([F:24])[F:25])=[CH:18][CH:17]=1. The catalyst class is: 11. (4) Reactant: [CH3:1][O:2][CH2:3][CH2:4][OH:5].C(N(CC)CC)C.[C:13]1([CH3:23])[CH:18]=[CH:17][C:16]([S:19](Cl)(=[O:21])=[O:20])=[CH:15][CH:14]=1.C(Cl)(Cl)Cl. Product: [S:19]([C:16]1[CH:17]=[CH:18][C:13]([CH3:23])=[CH:14][CH:15]=1)([O:5][CH2:4][CH2:3][O:2][CH3:1])(=[O:21])=[O:20]. The catalyst class is: 4. (5) Reactant: [CH2:1]([O:8][C:9]1[C:17]([C:18]([F:21])([F:20])[F:19])=[CH:16][C:12]([C:13](O)=[O:14])=[CH:11][C:10]=1[O:22][CH3:23])[C:2]1[CH:7]=[CH:6][CH:5]=[CH:4][CH:3]=1.C1(C)C=CC=CC=1.S(Cl)([Cl:33])=O. Product: [CH2:1]([O:8][C:9]1[C:17]([C:18]([F:21])([F:20])[F:19])=[CH:16][C:12]([C:13]([Cl:33])=[O:14])=[CH:11][C:10]=1[O:22][CH3:23])[C:2]1[CH:7]=[CH:6][CH:5]=[CH:4][CH:3]=1. The catalyst class is: 9. (6) The catalyst class is: 11. Reactant: [F:1][C:2]1[CH:9]=[CH:8][C:5]([CH:6]=[O:7])=[C:4]([C:10]([F:13])([F:12])[F:11])[CH:3]=1.[CH2:14](O)[CH2:15][OH:16].CC1C=CC(S(O)(=O)=O)=CC=1. Product: [F:1][C:2]1[CH:9]=[CH:8][C:5]([CH:6]2[O:16][CH2:15][CH2:14][O:7]2)=[C:4]([C:10]([F:11])([F:12])[F:13])[CH:3]=1. (7) Reactant: [NH2:1][C:2]12[CH2:9][CH:8]3[CH2:10][C:4]([C:11]4[CH:16]=[CH:15][C:14]([N:17]5[CH2:21][CH2:20][CH2:19][C:18]5=[O:22])=[CH:13][CH:12]=4)([CH2:5][CH:6]1[CH2:7]3)[CH2:3]2.C([O-])([O-])=O.[K+].[K+].Cl[CH2:30][C:31]([N:33]1[CH2:37][CH2:36][CH2:35][C@H:34]1[C:38]#[N:39])=[O:32]. Product: [O:22]=[C:18]1[CH2:19][CH2:20][CH2:21][N:17]1[C:14]1[CH:15]=[CH:16][C:11]([C:4]23[CH2:10][CH:8]4[CH2:9][C:2]([NH:1][CH2:30][C:31]([N:33]5[CH2:37][CH2:36][CH2:35][C@H:34]5[C:38]#[N:39])=[O:32])([CH2:3]2)[CH:6]([CH2:7]4)[CH2:5]3)=[CH:12][CH:13]=1. The catalyst class is: 197. (8) Reactant: NC1N=C(C2C=CC([CH2:14][C@H:15]([NH:19][C:20]([O:22][C:23]([CH3:26])([CH3:25])[CH3:24])=[O:21])[C:16]([OH:18])=[O:17])=CC=2)C=C(O[C@@H](C2C=CC(Br)=CC=2)C(F)(F)F)N=1.FC1C=C(B(O)O)C=CN=1.C(#N)C.C(=O)([O-])[O-].[Na+].[Na+]. Product: [C:23]([O:22][C:20]([NH:19][CH:15]([CH3:14])[C:16]([OH:18])=[O:17])=[O:21])([CH3:26])([CH3:24])[CH3:25]. The catalyst class is: 189.